From a dataset of Forward reaction prediction with 1.9M reactions from USPTO patents (1976-2016). Predict the product of the given reaction. Given the reactants C(OC(=O)[NH:7][C@@H:8]([CH2:25][C@H:26]([CH2:30][C:31]1[CH:36]=[C:35]([O:37][CH2:38][CH2:39][CH2:40][O:41][CH3:42])[CH:34]=[C:33]([O:43][CH3:44])[CH:32]=1)[CH:27]([CH3:29])[CH3:28])[C@@H:9]([OH:24])[CH2:10][C@H:11]([C:15](=[O:23])[NH:16][CH:17]1[CH2:22][CH2:21][O:20][CH2:19][CH2:18]1)[CH:12]([CH3:14])[CH3:13])(C)(C)C.Cl.N.C(O)(=O)/C=C/C(O)=O, predict the reaction product. The product is: [O:20]1[CH2:21][CH2:22][CH:17]([NH:16][C:15](=[O:23])[C@H:11]([CH:12]([CH3:14])[CH3:13])[CH2:10][C@H:9]([OH:24])[C@@H:8]([NH2:7])[CH2:25][C@H:26]([CH2:30][C:31]2[CH:36]=[C:35]([O:37][CH2:38][CH2:39][CH2:40][O:41][CH3:42])[CH:34]=[C:33]([O:43][CH3:44])[CH:32]=2)[CH:27]([CH3:29])[CH3:28])[CH2:18][CH2:19]1.